Predict the product of the given reaction. From a dataset of Forward reaction prediction with 1.9M reactions from USPTO patents (1976-2016). (1) Given the reactants C[O:2][C:3]1[CH:8]=[CH:7][N:6]=[CH:5][CH:4]=1.Cl[C:10]([O:12][CH2:13][C:14]1[CH:19]=[CH:18][CH:17]=[CH:16][CH:15]=1)=[O:11].[CH2:20]([Mg]Cl)[CH:21]=[CH2:22].Cl, predict the reaction product. The product is: [C:10]([N:6]1[C:7]([CH2:22][CH:21]=[CH2:20])=[CH:8][C:3](=[O:2])[CH2:4][CH2:5]1)([O:12][CH2:13][C:14]1[CH:19]=[CH:18][CH:17]=[CH:16][CH:15]=1)=[O:11]. (2) The product is: [CH3:75][C:47]1[C:48]2[N:52]=[C:51]([CH2:53][CH2:54][CH3:55])[N:50]([CH2:56][C:57]3[CH:58]=[CH:59][C:60]([C:63]4[CH:68]=[CH:67][CH:66]=[CH:65][C:64]=4[C:69]4[NH:70][N:71]=[N:72][N:73]=4)=[CH:61][CH:62]=3)[C:49]=2[CH:74]=[C:45]([CH2:44][O:43][C:42]2[CH:76]=[CH:77][C:39]([NH:38][C:15]([CH2:14][O:13][C:12]3[CH:11]=[CH:10][C:9]([CH2:8][CH:4]4[S:3][C:2](=[O:1])[NH:6][C:5]4=[O:7])=[CH:19][CH:18]=3)=[O:17])=[C:40]([NH:78][CH3:79])[CH:41]=2)[CH:46]=1. Given the reactants [O:1]=[C:2]1[NH:6][C:5](=[O:7])[CH:4]([CH2:8][C:9]2[CH:19]=[CH:18][C:12]([O:13][CH2:14][C:15]([OH:17])=O)=[CH:11][CH:10]=2)[S:3]1.C(N1C=CN=C1)(N1C=CN=C1)=O.O1CCCC1.Cl.[NH2:38][C:39]1[CH:77]=[CH:76][C:42]([O:43][CH2:44][C:45]2[CH:46]=[C:47]([CH3:75])[C:48]3[N:52]=[C:51]([CH2:53][CH2:54][CH3:55])[N:50]([CH2:56][C:57]4[CH:62]=[CH:61][C:60]([C:63]5[CH:68]=[CH:67][CH:66]=[CH:65][C:64]=5[C:69]5[NH:73][N:72]=[N:71][N:70]=5)=[CH:59][CH:58]=4)[C:49]=3[CH:74]=2)=[CH:41][C:40]=1[NH:78][CH3:79], predict the reaction product. (3) Given the reactants [Cl:1][C:2]1[C:10]2[C:5](=[CH:6][CH:7]=[CH:8][CH:9]=2)[NH:4][C:3]=1[C:11]1[N:15]=[C:14]([CH3:16])[O:13][N:12]=1.[C:17]([O:21][C:22]([NH:24][C@@H:25]([C:27]1[CH:32]=[CH:31][C:30](B(O)O)=[CH:29][CH:28]=1)[CH3:26])=[O:23])([CH3:20])([CH3:19])[CH3:18], predict the reaction product. The product is: [C:17]([O:21][C:22](=[O:23])[NH:24][C@@H:25]([C:27]1[CH:28]=[CH:29][C:30]([N:4]2[C:5]3[C:10](=[CH:9][CH:8]=[CH:7][CH:6]=3)[C:2]([Cl:1])=[C:3]2[C:11]2[N:15]=[C:14]([CH3:16])[O:13][N:12]=2)=[CH:31][CH:32]=1)[CH3:26])([CH3:18])([CH3:19])[CH3:20]. (4) Given the reactants [CH2:1]([O:3][C:4](=[O:15])[C:5]1[CH:10]=[C:9](Cl)[CH:8]=[CH:7][C:6]=1[N+:12]([O-:14])=[O:13])[CH3:2].[CH2:16]([O:23][C:24](=[O:36])[CH2:25][C:26]([O:28][CH2:29][C:30]1[CH:35]=[CH:34][CH:33]=[CH:32][CH:31]=1)=[O:27])[C:17]1[CH:22]=[CH:21][CH:20]=[CH:19][CH:18]=1, predict the reaction product. The product is: [CH2:29]([O:28][C:26](=[O:27])[CH:25]([C:9]1[CH:8]=[CH:7][C:6]([N+:12]([O-:14])=[O:13])=[C:5]([C:4]([O:3][CH2:1][CH3:2])=[O:15])[CH:10]=1)[C:24]([O:23][CH2:16][C:17]1[CH:22]=[CH:21][CH:20]=[CH:19][CH:18]=1)=[O:36])[C:30]1[CH:31]=[CH:32][CH:33]=[CH:34][CH:35]=1. (5) Given the reactants C(N(CC)CC)C.[C:19]([O:18][C:16](O[C:16]([O:18][C:19]([CH3:22])([CH3:21])[CH3:20])=[O:17])=[O:17])([CH3:22])([CH3:21])[CH3:20].[NH2:23][C@@H:24]1[CH2:33][CH2:32][CH2:31][C:30]2[CH:29]=[C:28]([CH2:34][OH:35])[CH:27]=[CH:26][C:25]1=2.C(OCC)(=O)C, predict the reaction product. The product is: [OH:35][CH2:34][C:28]1[CH:29]=[C:30]2[C:25](=[CH:26][CH:27]=1)[C@H:24]([NH:23][C:16](=[O:17])[O:18][C:19]([CH3:20])([CH3:21])[CH3:22])[CH2:33][CH2:32][CH2:31]2. (6) Given the reactants C(=O)(O[CH:4]1[C:13]2[C:8](=[CH:9][CH:10]=[C:11](Br)[N:12]=2)[N:7]([C:15](=[O:17])[CH3:16])[C:6]([CH2:19]C2C=CC=CC=2)(C)[CH2:5]1)N.C([O-])=O.[NH4+:30].[H][H], predict the reaction product. The product is: [C:15]([N:7]1[C:8]2[C:13](=[N:12][CH:11]=[CH:10][CH:9]=2)[CH:4]([NH2:30])[CH2:5][CH:6]1[CH3:19])(=[O:17])[CH3:16]. (7) Given the reactants [O:1]1CCO[CH:2]1[C:6]1[CH:7]=[C:8]([N:12]([C:50]2[C:59]3[C:54](=[CH:55][CH:56]=[CH:57][CH:58]=3)[CH:53]=[CH:52][CH:51]=2)[C:13]2[CH:25]=[CH:24][C:23]3[C:22]4[C:17](=[CH:18][C:19]([N:26]([C:37]5[CH:42]=[CH:41][CH:40]=[C:39]([CH:43]6OCC[O:44]6)[CH:38]=5)[C:27]5[C:36]6[C:31](=[CH:32][CH:33]=[CH:34][CH:35]=6)[CH:30]=[CH:29][CH:28]=5)=[CH:20][CH:21]=4)[C:16]([CH3:49])([CH3:48])[C:15]=3[CH:14]=2)[CH:9]=[CH:10][CH:11]=1.Cl, predict the reaction product. The product is: [CH3:48][C:16]1([CH3:49])[C:17]2[CH:18]=[C:19]([N:26]([C:37]3[CH:38]=[C:39]([CH:40]=[CH:41][CH:42]=3)[CH:43]=[O:44])[C:27]3[C:36]4[C:31](=[CH:32][CH:33]=[CH:34][CH:35]=4)[CH:30]=[CH:29][CH:28]=3)[CH:20]=[CH:21][C:22]=2[C:23]2[C:15]1=[CH:14][C:13]([N:12]([C:8]1[CH:7]=[C:6]([CH:11]=[CH:10][CH:9]=1)[CH:2]=[O:1])[C:50]1[C:59]3[C:54](=[CH:55][CH:56]=[CH:57][CH:58]=3)[CH:53]=[CH:52][CH:51]=1)=[CH:25][CH:24]=2.